This data is from Catalyst prediction with 721,799 reactions and 888 catalyst types from USPTO. The task is: Predict which catalyst facilitates the given reaction. (1) Reactant: [CH3:1][S:2]([O:5]S(C)(=O)=O)(=[O:4])=[O:3].[F:10][C:11]([F:31])([F:30])[C:12]1[C:17]([CH2:18]O)=[CH:16][C:15]([C:20]2[CH:21]=[N:22][C:23]([C:26]([F:29])([F:28])[F:27])=[N:24][CH:25]=2)=[CH:14][N:13]=1.CCN(C(C)C)C(C)C. Product: [CH3:1][S:2]([O:5][CH2:18][C:17]1[C:12]([C:11]([F:31])([F:10])[F:30])=[N:13][CH:14]=[C:15]([C:20]2[CH:25]=[N:24][C:23]([C:26]([F:27])([F:28])[F:29])=[N:22][CH:21]=2)[CH:16]=1)(=[O:4])=[O:3]. The catalyst class is: 2. (2) Reactant: [S:1]1[CH:5]=[CH:4][CH:3]=[C:2]1[Li].[Br:7][C:8]1[CH:9]=[N:10][C:11]([Cl:14])=[N:12][CH:13]=1.C(O)(=O)C.ClC1C(=O)C(C#N)=C(C#N)C(=O)C=1Cl. Product: [Br:7][C:8]1[C:9]([C:2]2[S:1][CH:5]=[CH:4][CH:3]=2)=[N:10][C:11]([Cl:14])=[N:12][CH:13]=1. The catalyst class is: 36.